Dataset: Full USPTO retrosynthesis dataset with 1.9M reactions from patents (1976-2016). Task: Predict the reactants needed to synthesize the given product. (1) Given the product [C:1]([C:5]1[CH:6]=[CH:7][C:8]([C:9]([NH:11][C:12]2[CH:17]=[CH:16][CH:15]=[C:14]([C:18]3[N:19]=[C:20]([NH:24][C:25]4[CH:33]=[CH:32][C:28]([C:29]([N:41]5[CH2:42][CH2:43][N:38]([CH3:37])[CH2:39][CH2:40]5)=[O:31])=[CH:27][CH:26]=4)[N:21]=[CH:22][N:23]=3)[C:13]=2[CH3:34])=[O:10])=[CH:35][CH:36]=1)([CH3:4])([CH3:3])[CH3:2], predict the reactants needed to synthesize it. The reactants are: [C:1]([C:5]1[CH:36]=[CH:35][C:8]([C:9]([NH:11][C:12]2[C:13]([CH3:34])=[C:14]([C:18]3[N:23]=[CH:22][N:21]=[C:20]([NH:24][C:25]4[CH:33]=[CH:32][C:28]([C:29]([OH:31])=O)=[CH:27][CH:26]=4)[N:19]=3)[CH:15]=[CH:16][CH:17]=2)=[O:10])=[CH:7][CH:6]=1)([CH3:4])([CH3:3])[CH3:2].[CH3:37][N:38]1[CH2:43][CH2:42][NH:41][CH2:40][CH2:39]1.C(Cl)CCl.O. (2) Given the product [Cl:12][C:13]1[CH:18]=[CH:17][C:16]([CH2:19][N:6]2[CH2:5][O:4][CH2:3][N:2]([CH3:1])[C:7]2=[N:8][N+:9]([O-:11])=[O:10])=[CH:15][N:14]=1, predict the reactants needed to synthesize it. The reactants are: [CH3:1][N:2]1[C:7](=[N:8][N+:9]([O-:11])=[O:10])[NH:6][CH2:5][O:4][CH2:3]1.[Cl:12][C:13]1[CH:18]=[CH:17][C:16]([CH2:19]Cl)=[CH:15][N:14]=1.C(=O)([O-])[O-].[K+].[K+]. (3) Given the product [F:1][C:2]1[CH:24]=[CH:23][C:5]([C:6]([NH:8][C:9]2[CH:14]=[C:13]([O:15][C:16]3[CH:17]=[N:18][CH:19]=[CH:20][CH:21]=3)[CH:12]=[C:11]([C:17]3[CH:16]=[CH:21][CH:20]=[CH:19][N:18]=3)[CH:10]=2)=[O:7])=[CH:4][CH:3]=1, predict the reactants needed to synthesize it. The reactants are: [F:1][C:2]1[CH:24]=[CH:23][C:5]([C:6]([NH:8][C:9]2[CH:14]=[C:13]([O:15][C:16]3[CH:17]=[N:18][CH:19]=[CH:20][CH:21]=3)[CH:12]=[C:11](I)[CH:10]=2)=[O:7])=[CH:4][CH:3]=1. (4) Given the product [ClH:19].[Cl:19][C:16]1[CH:17]=[CH:18][C:11]2[CH2:10][CH2:9][NH:8][CH2:14][CH2:13][C:12]=2[C:15]=1[S:20][CH2:21][C:22]1[CH:27]=[CH:26][C:25]([N:29]2[CH2:34][CH2:33][CH2:32][CH2:31][CH2:30]2)=[N:24][CH:23]=1, predict the reactants needed to synthesize it. The reactants are: C(OC([N:8]1[CH2:14][CH2:13][C:12]2[C:15]([S:20][CH2:21][C:22]3[CH:23]=[N:24][C:25](Cl)=[CH:26][CH:27]=3)=[C:16]([Cl:19])[CH:17]=[CH:18][C:11]=2[CH2:10][CH2:9]1)=O)(C)(C)C.[NH:29]1[CH2:34][CH2:33][CH2:32][CH2:31][CH2:30]1. (5) Given the product [Br:25][C:26]1[C:27]([CH3:43])=[N:28][O:29][C:30]=1[NH:31][S:32]([C:35]1[CH:39]=[CH:38][S:37][C:36]=1[C:40]([NH:42][C:13](=[O:24])[C:14]1[CH:22]=[CH:21][C:20]2[O:19][CH2:18][O:17][C:16]=2[CH:15]=1)=[O:41])(=[O:34])=[O:33], predict the reactants needed to synthesize it. The reactants are: C(N1C=CN=C1)(N1C=CN=C1)=O.[C:13]([OH:24])(=O)[C:14]1[CH:22]=[CH:21][C:20]2[O:19][CH2:18][O:17][C:16]=2[CH:15]=1.[Br:25][C:26]1[C:27]([CH3:43])=[N:28][O:29][C:30]=1[NH:31][S:32]([C:35]1[CH:39]=[CH:38][S:37][C:36]=1[C:40]([NH2:42])=[O:41])(=[O:34])=[O:33].[H-].[Na+]. (6) Given the product [CH3:26][N:23]1[CH2:24][CH2:25][CH:20]([NH:19][C:16]([C:12]2[CH:13]=[CH:14][CH:15]=[C:9]3[O:8][C:7]([N:4]4[CH2:3][CH2:2][O:1][CH2:6][CH2:5]4)=[N:11][C:10]=23)=[O:18])[CH2:21][CH2:22]1, predict the reactants needed to synthesize it. The reactants are: [O:1]1[CH2:6][CH2:5][N:4]([C:7]2[O:8][C:9]3[C:10](=[C:12]([C:16]([OH:18])=O)[CH:13]=[CH:14][CH:15]=3)[N:11]=2)[CH2:3][CH2:2]1.[NH2:19][CH:20]1[CH2:25][CH2:24][N:23]([CH3:26])[CH2:22][CH2:21]1. (7) Given the product [Cl:31][C:32]1[CH:37]=[CH:36][C:35]([C:38]([C:40]2[CH:41]=[N:42][C:43]([C:46]3[C:47]([CH3:70])=[N:48][N:49]([C:51]([C:64]4[CH:69]=[CH:68][CH:67]=[CH:66][CH:65]=4)([C:58]4[CH:63]=[CH:62][CH:61]=[CH:60][CH:59]=4)[C:52]4[CH:57]=[CH:56][CH:55]=[CH:54][CH:53]=4)[CH:50]=3)=[CH:44][CH:45]=2)=[CH:30][N:21]([CH3:22])[CH:12]([C:6]2[CH:11]=[CH:10][CH:9]=[CH:8][CH:7]=2)[CH3:15])=[CH:34][CH:33]=1, predict the reactants needed to synthesize it. The reactants are: C([Li])CCC.[C:6]1([C:12]([N:21]([CH3:30])[C@@H:22](C2C=CC=CC=2)C)([C:15]2C=CC=CC=2)[PH2]=O)[CH:11]=[CH:10][CH:9]=[CH:8][CH:7]=1.[Cl:31][C:32]1[CH:37]=[CH:36][C:35]([C:38]([C:40]2[CH:41]=[N:42][C:43]([C:46]3[C:47]([CH3:70])=[N:48][N:49]([C:51]([C:64]4[CH:69]=[CH:68][CH:67]=[CH:66][CH:65]=4)([C:58]4[CH:63]=[CH:62][CH:61]=[CH:60][CH:59]=4)[C:52]4[CH:57]=[CH:56][CH:55]=[CH:54][CH:53]=4)[CH:50]=3)=[CH:44][CH:45]=2)=O)=[CH:34][CH:33]=1. (8) Given the product [Cl:34][C:30]1[C:29]([F:35])=[C:28]([N:27]2[C:8](=[O:7])[C:10]3[CH:14]=[CH:13][N:12]([CH:15]([CH3:16])[CH3:17])[C:11]=3[CH:18]2[C:19]2[CH:20]=[CH:21][C:22]([C:25]#[N:26])=[CH:23][CH:24]=2)[CH:33]=[CH:32][CH:31]=1, predict the reactants needed to synthesize it. The reactants are: [Cl-].C[Al+]C.C([O:7][C:8]([C:10]1[CH:14]=[CH:13][N:12]([CH:15]([CH3:17])[CH3:16])[C:11]=1[CH:18]([NH:27][C:28]1[CH:33]=[CH:32][CH:31]=[C:30]([Cl:34])[C:29]=1[F:35])[C:19]1[CH:24]=[CH:23][C:22]([C:25]#[N:26])=[CH:21][CH:20]=1)=O)C.